Dataset: Full USPTO retrosynthesis dataset with 1.9M reactions from patents (1976-2016). Task: Predict the reactants needed to synthesize the given product. (1) Given the product [Si:29]([O:28][C@@:20]([C:22]1[CH:23]=[CH:24][CH:25]=[CH:26][CH:27]=1)([CH3:21])[CH2:19][C:44]([OH:40])=[O:1])([C:32]([CH3:34])([CH3:35])[CH3:33])([CH3:31])[CH3:30], predict the reactants needed to synthesize it. The reactants are: [OH-:1].[Li+].OO.C([C@H]1COC(=O)N1C(=O)[CH2:19][C@:20]([O:28][Si:29]([C:32]([CH3:35])([CH3:34])[CH3:33])([CH3:31])[CH3:30])([C:22]1[CH:27]=[CH:26][CH:25]=[CH:24][CH:23]=1)[CH3:21])C1C=CC=CC=1.Cl.[Na+].[Cl-].[O:40]1[CH2:44]CCC1.O. (2) Given the product [CH2:1]([O:3][C:4]1[C:5]2[CH:16]=[CH:15][CH:14]=[CH:13][C:6]=2[S:7][C:8]=1[C:9]([OH:11])=[O:10])[CH3:2], predict the reactants needed to synthesize it. The reactants are: [CH2:1]([O:3][C:4]1[C:5]2[CH:16]=[CH:15][CH:14]=[CH:13][C:6]=2[S:7][C:8]=1[C:9]([O:11]C)=[O:10])[CH3:2].O.[OH-].[Li+].O. (3) The reactants are: [OH:1][C:2]1[CH:3]=[C:4]2[C:9](=[CH:10][CH:11]=1)[O:8][C@H:7]([C:12]1[CH:17]=[CH:16][C:15]([OH:18])=[CH:14][CH:13]=1)[C@@H:6]1[CH2:19][CH2:20][C:21](=[O:23])[CH2:22][C@H:5]21.CC(C)([O-])C.[K+].[CH3:30][O:31][CH2:32]Cl.C1[CH2:38][O:37][CH2:36]C1. Given the product [CH3:30][O:31][CH2:32][O:1][C:2]1[CH:3]=[C:4]2[C:9](=[CH:10][CH:11]=1)[O:8][CH:7]([C:12]1[CH:13]=[CH:14][C:15]([O:18][CH2:36][O:37][CH3:38])=[CH:16][CH:17]=1)[CH:6]1[CH2:19][CH2:20][C:21](=[O:23])[CH2:22][CH:5]21, predict the reactants needed to synthesize it. (4) Given the product [NH2:1][C:2]1[CH:10]=[CH:9][C:5]([C:6]([O:8][CH2:17][C:18]2[CH:23]=[CH:22][CH:21]=[CH:20][CH:19]=2)=[O:7])=[CH:4][N:3]=1, predict the reactants needed to synthesize it. The reactants are: [NH2:1][C:2]1[CH:10]=[CH:9][C:5]([C:6]([OH:8])=[O:7])=[CH:4][N:3]=1.C(=O)([O-])[O-].[K+].[K+].[CH2:17](Br)[C:18]1[CH:23]=[CH:22][CH:21]=[CH:20][CH:19]=1. (5) Given the product [OH:8][C:9]1[C:14]([CH3:15])=[C:13]([O:16][CH2:17][C:18]2[CH:19]=[CH:20][CH:21]=[C:22]([NH:7][C:3]3[CH:2]=[N:1][CH:6]=[CH:5][CH:4]=3)[CH:23]=2)[CH:12]=[CH:11][C:10]=1[C:25](=[O:30])[CH2:26][CH:27]([CH3:28])[CH3:29], predict the reactants needed to synthesize it. The reactants are: [N:1]1[CH:6]=[CH:5][CH:4]=[C:3]([NH2:7])[CH:2]=1.[OH:8][C:9]1[C:14]([CH3:15])=[C:13]([O:16][CH2:17][C:18]2[CH:23]=[CH:22][CH:21]=[C:20](I)[CH:19]=2)[CH:12]=[CH:11][C:10]=1[C:25](=[O:30])[CH2:26][CH:27]([CH3:29])[CH3:28].C1(C2C=CC=CC=2)C=CC=CC=1P(C1CCCCC1)C1CCCCC1.CC(C)([O-])C.[Na+].